Predict the reactants needed to synthesize the given product. From a dataset of Retrosynthesis with 50K atom-mapped reactions and 10 reaction types from USPTO. (1) Given the product CN1CCc2cccc3c2N(CC1)C1CCCC31, predict the reactants needed to synthesize it. The reactants are: CN1CCc2cccc3c4c(n(c23)CC1)CCC4. (2) Given the product COc1cc(C=NNC(=O)c2ccc(O)c(N)c2)cc(OC)c1OCc1ccc(C(C)C)cc1, predict the reactants needed to synthesize it. The reactants are: COc1cc(C=O)cc(OC)c1OCc1ccc(C(C)C)cc1.NNC(=O)c1ccc(O)c(N)c1. (3) Given the product Cc1onc(-c2ccc(F)cc2F)c1-c1ccc2nnc(C(C)C)n2n1, predict the reactants needed to synthesize it. The reactants are: CC(C)c1nnc2ccc(I)nn12.Cc1onc(-c2ccc(F)cc2F)c1I. (4) The reactants are: Cc1ccc([N+](=O)[O-])c(C)c1COS(C)(=O)=O.Cc1ccc2cccc(O)c2n1. Given the product Cc1ccc2cccc(OCc3c(C)ccc([N+](=O)[O-])c3C)c2n1, predict the reactants needed to synthesize it. (5) Given the product COc1ccc(-n2cnnn2)cc1C(=O)N1CC[C@](CCOS(C)(=O)=O)(c2ccc(Cl)c(Cl)c2)C1, predict the reactants needed to synthesize it. The reactants are: COc1ccc(-n2cnnn2)cc1C(=O)N1CC[C@](CCO)(c2ccc(Cl)c(Cl)c2)C1.CS(=O)(=O)Cl. (6) Given the product COc1ccc([C@H](Cc2c(Cl)c[n+]([O-])cc2Cl)OC(=O)c2cccc(S(=O)(=O)NC(C(=O)OC(C)(C)C)c3ccccc3)c2)cc1OC, predict the reactants needed to synthesize it. The reactants are: CC(C)(C)OC(=O)C(NS(=O)(=O)c1cccc(C(=O)O)c1)c1ccccc1.COc1ccc([C@@H](O)Cc2c(Cl)c[n+]([O-])cc2Cl)cc1OC. (7) The reactants are: CC1(C)COc2cc3c(cc21)C1(CO3)C(=O)Nc2ccccc21.FC(F)(F)c1ccc(CBr)o1. Given the product CC1(C)COc2cc3c(cc21)C1(CO3)C(=O)N(Cc2ccc(C(F)(F)F)o2)c2ccccc21, predict the reactants needed to synthesize it. (8) The reactants are: COCCN.O=Cc1ccc(-c2noc(-c3nnn(-c4ccccc4F)c3-c3ccncc3)n2)cc1. Given the product COCCNCc1ccc(-c2noc(-c3nnn(-c4ccccc4F)c3-c3ccncc3)n2)cc1, predict the reactants needed to synthesize it. (9) Given the product CCc1cc(-c2nc(CC(=O)OC)cs2)ccn1, predict the reactants needed to synthesize it. The reactants are: CCc1cc(C(N)=S)ccn1.COC(=O)CC(=O)CCl. (10) Given the product c1cncc(-c2ccc3[nH]nc(-c4ccc[nH]4)c3c2)c1, predict the reactants needed to synthesize it. The reactants are: Brc1ccc2[nH]nc(-c3ccc[nH]3)c2c1.OB(O)c1cccnc1.